This data is from NCI-60 drug combinations with 297,098 pairs across 59 cell lines. The task is: Regression. Given two drug SMILES strings and cell line genomic features, predict the synergy score measuring deviation from expected non-interaction effect. (1) Drug 1: C1CCC(CC1)NC(=O)N(CCCl)N=O. Drug 2: C(=O)(N)NO. Cell line: HL-60(TB). Synergy scores: CSS=27.7, Synergy_ZIP=-12.7, Synergy_Bliss=-11.0, Synergy_Loewe=-34.5, Synergy_HSA=-10.3. (2) Drug 1: C1CN1P(=S)(N2CC2)N3CC3. Drug 2: C(CN)CNCCSP(=O)(O)O. Cell line: EKVX. Synergy scores: CSS=4.15, Synergy_ZIP=-4.08, Synergy_Bliss=-2.31, Synergy_Loewe=-5.08, Synergy_HSA=-2.72. (3) Drug 1: CC1=CC=C(C=C1)C2=CC(=NN2C3=CC=C(C=C3)S(=O)(=O)N)C(F)(F)F. Drug 2: CC1=C(C(=CC=C1)Cl)NC(=O)C2=CN=C(S2)NC3=CC(=NC(=N3)C)N4CCN(CC4)CCO. Cell line: OVCAR-4. Synergy scores: CSS=4.74, Synergy_ZIP=0.809, Synergy_Bliss=4.38, Synergy_Loewe=-1.50, Synergy_HSA=0.0200. (4) Drug 1: CNC(=O)C1=NC=CC(=C1)OC2=CC=C(C=C2)NC(=O)NC3=CC(=C(C=C3)Cl)C(F)(F)F. Drug 2: C(CC(=O)O)C(=O)CN.Cl. Cell line: A549. Synergy scores: CSS=1.61, Synergy_ZIP=-3.27, Synergy_Bliss=-5.54, Synergy_Loewe=-10.5, Synergy_HSA=-7.03. (5) Drug 1: C1CCN(CC1)CCOC2=CC=C(C=C2)C(=O)C3=C(SC4=C3C=CC(=C4)O)C5=CC=C(C=C5)O. Drug 2: CN1C(=O)N2C=NC(=C2N=N1)C(=O)N. Cell line: SK-OV-3. Synergy scores: CSS=-4.18, Synergy_ZIP=4.69, Synergy_Bliss=4.09, Synergy_Loewe=0.848, Synergy_HSA=-1.91. (6) Drug 1: CC1=C(C=C(C=C1)NC2=NC=CC(=N2)N(C)C3=CC4=NN(C(=C4C=C3)C)C)S(=O)(=O)N.Cl. Synergy scores: CSS=11.6, Synergy_ZIP=0.874, Synergy_Bliss=5.98, Synergy_Loewe=-0.0715, Synergy_HSA=2.53. Cell line: A498. Drug 2: CCCS(=O)(=O)NC1=C(C(=C(C=C1)F)C(=O)C2=CNC3=C2C=C(C=N3)C4=CC=C(C=C4)Cl)F. (7) Drug 1: CC1=C(C=C(C=C1)NC2=NC=CC(=N2)N(C)C3=CC4=NN(C(=C4C=C3)C)C)S(=O)(=O)N.Cl. Drug 2: CCN(CC)CCCC(C)NC1=C2C=C(C=CC2=NC3=C1C=CC(=C3)Cl)OC. Cell line: CCRF-CEM. Synergy scores: CSS=38.2, Synergy_ZIP=-6.37, Synergy_Bliss=-5.91, Synergy_Loewe=-33.5, Synergy_HSA=-5.65.